From a dataset of NCI-60 drug combinations with 297,098 pairs across 59 cell lines. Regression. Given two drug SMILES strings and cell line genomic features, predict the synergy score measuring deviation from expected non-interaction effect. (1) Drug 2: N.N.Cl[Pt+2]Cl. Drug 1: CCN(CC)CCCC(C)NC1=C2C=C(C=CC2=NC3=C1C=CC(=C3)Cl)OC. Synergy scores: CSS=39.5, Synergy_ZIP=-6.52, Synergy_Bliss=-0.950, Synergy_Loewe=0.757, Synergy_HSA=2.74. Cell line: TK-10. (2) Drug 1: CCCS(=O)(=O)NC1=C(C(=C(C=C1)F)C(=O)C2=CNC3=C2C=C(C=N3)C4=CC=C(C=C4)Cl)F. Drug 2: C1=NC2=C(N1)C(=S)N=C(N2)N. Cell line: IGROV1. Synergy scores: CSS=23.6, Synergy_ZIP=-10.7, Synergy_Bliss=-6.89, Synergy_Loewe=-18.2, Synergy_HSA=-7.11. (3) Drug 1: C1C(C(OC1N2C=C(C(=O)NC2=O)F)CO)O. Drug 2: CC1=C(C=C(C=C1)NC(=O)C2=CC=C(C=C2)CN3CCN(CC3)C)NC4=NC=CC(=N4)C5=CN=CC=C5. Cell line: NCI-H522. Synergy scores: CSS=3.53, Synergy_ZIP=-3.42, Synergy_Bliss=-1.07, Synergy_Loewe=-12.7, Synergy_HSA=-2.26. (4) Synergy scores: CSS=0.314, Synergy_ZIP=-0.892, Synergy_Bliss=-2.62, Synergy_Loewe=-3.15, Synergy_HSA=-2.52. Drug 2: C1=CN(C=N1)CC(O)(P(=O)(O)O)P(=O)(O)O. Drug 1: CC1=CC=C(C=C1)C2=CC(=NN2C3=CC=C(C=C3)S(=O)(=O)N)C(F)(F)F. Cell line: UACC-257. (5) Drug 1: CS(=O)(=O)OCCCCOS(=O)(=O)C. Drug 2: CC12CCC3C(C1CCC2OP(=O)(O)O)CCC4=C3C=CC(=C4)OC(=O)N(CCCl)CCCl.[Na+]. Cell line: UACC-257. Synergy scores: CSS=9.68, Synergy_ZIP=-6.03, Synergy_Bliss=-1.57, Synergy_Loewe=-11.5, Synergy_HSA=-3.40. (6) Drug 1: CC1=C2C(C(=O)C3(C(CC4C(C3C(C(C2(C)C)(CC1OC(=O)C(C(C5=CC=CC=C5)NC(=O)OC(C)(C)C)O)O)OC(=O)C6=CC=CC=C6)(CO4)OC(=O)C)OC)C)OC. Drug 2: CNC(=O)C1=NC=CC(=C1)OC2=CC=C(C=C2)NC(=O)NC3=CC(=C(C=C3)Cl)C(F)(F)F. Cell line: SNB-19. Synergy scores: CSS=53.5, Synergy_ZIP=1.09, Synergy_Bliss=1.86, Synergy_Loewe=0.377, Synergy_HSA=4.78. (7) Drug 1: CC(CN1CC(=O)NC(=O)C1)N2CC(=O)NC(=O)C2. Drug 2: C1CCC(CC1)NC(=O)N(CCCl)N=O. Cell line: RPMI-8226. Synergy scores: CSS=46.8, Synergy_ZIP=1.09, Synergy_Bliss=1.46, Synergy_Loewe=-6.62, Synergy_HSA=3.08. (8) Drug 1: CC12CCC3C(C1CCC2O)C(CC4=C3C=CC(=C4)O)CCCCCCCCCS(=O)CCCC(C(F)(F)F)(F)F. Drug 2: CC1CCCC2(C(O2)CC(NC(=O)CC(C(C(=O)C(C1O)C)(C)C)O)C(=CC3=CSC(=N3)C)C)C. Cell line: HOP-92. Synergy scores: CSS=22.2, Synergy_ZIP=10.8, Synergy_Bliss=6.99, Synergy_Loewe=-6.97, Synergy_HSA=6.79. (9) Drug 1: CCC1=CC2CC(C3=C(CN(C2)C1)C4=CC=CC=C4N3)(C5=C(C=C6C(=C5)C78CCN9C7C(C=CC9)(C(C(C8N6C)(C(=O)OC)O)OC(=O)C)CC)OC)C(=O)OC.C(C(C(=O)O)O)(C(=O)O)O. Drug 2: CC1CCC2CC(C(=CC=CC=CC(CC(C(=O)C(C(C(=CC(C(=O)CC(OC(=O)C3CCCCN3C(=O)C(=O)C1(O2)O)C(C)CC4CCC(C(C4)OC)OCCO)C)C)O)OC)C)C)C)OC. Cell line: NCI-H322M. Synergy scores: CSS=26.7, Synergy_ZIP=4.28, Synergy_Bliss=5.30, Synergy_Loewe=3.07, Synergy_HSA=6.67.